From a dataset of Forward reaction prediction with 1.9M reactions from USPTO patents (1976-2016). Predict the product of the given reaction. (1) Given the reactants FC(F)(F)C(O)=O.[N:8]1[CH:13]=[CH:12][CH:11]=[C:10]([NH:14][S:15](=[O:25])(=[O:24])[NH:16]C(OC(C)(C)C)=O)[CH:9]=1, predict the reaction product. The product is: [N:8]1[CH:13]=[CH:12][CH:11]=[C:10]([NH:14][S:15]([NH2:16])(=[O:24])=[O:25])[CH:9]=1. (2) Given the reactants [N+:1]([C:4]1[C:12]2[O:11][C:10]([C:13]([O:15]C)=[O:14])=[CH:9][C:8]=2[CH:7]=[CH:6][CH:5]=1)([O-:3])=[O:2].[OH-].[K+], predict the reaction product. The product is: [N+:1]([C:4]1[C:12]2[O:11][C:10]([C:13]([OH:15])=[O:14])=[CH:9][C:8]=2[CH:7]=[CH:6][CH:5]=1)([O-:3])=[O:2]. (3) Given the reactants [NH2:1][C:2]1[CH:7]=[CH:6][C:5]([C:8]2[CH:13]=[CH:12][CH:11]=[CH:10][CH:9]=2)=[CH:4][CH:3]=1.[F:14][C:15]([F:26])([F:25])[C:16](O[C:16](=[O:17])[C:15]([F:26])([F:25])[F:14])=[O:17], predict the reaction product. The product is: [C:5]1([C:8]2[CH:13]=[CH:12][CH:11]=[CH:10][CH:9]=2)[CH:4]=[CH:3][C:2]([NH:1][C:16](=[O:17])[C:15]([F:26])([F:25])[F:14])=[CH:7][CH:6]=1. (4) Given the reactants [I:1][C:2]1[CH:7]=[CH:6][C:5]([C:8]([C:10]2[CH:15]=[CH:14][C:13]([O:16][CH3:17])=[CH:12][CH:11]=2)=O)=[CH:4][CH:3]=1.C([SiH](CC)CC)C.[OH-].[Na+], predict the reaction product. The product is: [CH3:17][O:16][C:13]1[CH:12]=[CH:11][C:10]([CH2:8][C:5]2[CH:6]=[CH:7][C:2]([I:1])=[CH:3][CH:4]=2)=[CH:15][CH:14]=1. (5) Given the reactants [CH3:1][C:2]1[CH:7]=[C:6]([C:8]#[C:9][Si](C)(C)C)[CH:5]=[CH:4][N:3]=1.C(=O)([O-])[O-].[K+].[K+], predict the reaction product. The product is: [C:8]([C:6]1[CH:5]=[CH:4][N:3]=[C:2]([CH3:1])[CH:7]=1)#[CH:9].